From a dataset of Full USPTO retrosynthesis dataset with 1.9M reactions from patents (1976-2016). Predict the reactants needed to synthesize the given product. Given the product [O:15]1[C:14]2[C:13]3[CH:22]=[CH:23][C:10]([N:6]4[CH2:5][C@H:4]([CH2:3][NH:2][C:31](=[O:34])[CH2:32][CH3:33])[O:8][C:7]4=[O:9])=[CH:11][C:12]=3[CH2:21][CH2:20][CH2:19][C:18]=2[CH:17]=[N:16]1, predict the reactants needed to synthesize it. The reactants are: Cl.[NH2:2][CH2:3][C@@H:4]1[O:8][C:7](=[O:9])[N:6]([C:10]2[CH:23]=[CH:22][C:13]3[C:14]4[O:15][N:16]=[CH:17][C:18]=4[CH2:19][CH2:20][CH2:21][C:12]=3[CH:11]=2)[CH2:5]1.C(N(CC)CC)C.[C:31](Cl)(=[O:34])[CH2:32][CH3:33].